From a dataset of Catalyst prediction with 721,799 reactions and 888 catalyst types from USPTO. Predict which catalyst facilitates the given reaction. (1) Reactant: [CH:1]([NH2:4])([CH3:3])[CH3:2].[Br:5][C:6]1[CH:11]=[CH:10][CH:9]=[C:8]([C:12]#[N:13])[C:7]=1[S:14](Cl)(=[O:16])=[O:15].O. Product: [Br:5][C:6]1[C:7]2[S:14](=[O:15])(=[O:16])[N:4]([CH:1]([CH3:3])[CH3:2])[C:12](=[NH:13])[C:8]=2[CH:9]=[CH:10][CH:11]=1. The catalyst class is: 7. (2) Reactant: [Cl:1][C:2]1[CH:7]=[CH:6][C:5]([C:8]2[C:9](=[O:24])[C:10]3[C:11]([O:19][C:20]=2[CH:21]([CH3:23])[CH3:22])=[C:12]2[C:16](=[CH:17][CH:18]=3)[NH:15][N:14]=[CH:13]2)=[CH:4][CH:3]=1.[OH-].[K+].[I:27]I. Product: [Cl:1][C:2]1[CH:3]=[CH:4][C:5]([C:8]2[C:9](=[O:24])[C:10]3[C:11]([O:19][C:20]=2[CH:21]([CH3:22])[CH3:23])=[C:12]2[C:16](=[CH:17][CH:18]=3)[NH:15][N:14]=[C:13]2[I:27])=[CH:6][CH:7]=1. The catalyst class is: 42. (3) Reactant: [CH3:1][O:2][CH2:3][CH2:4][NH:5][C:6]1[N:11]=[CH:10][C:9]([CH:12]([CH3:16])[C:13]([OH:15])=O)=[CH:8][CH:7]=1.CCN=C=NCCCN(C)C.Cl.C1C=CC2N(O)N=NC=2C=1.CCN(C(C)C)C(C)C.[Cl:48][C:49]1[CH:50]=[C:51]([N:55]2[C:59]([CH2:60][NH2:61])=[CH:58][C:57]([C:62]([F:65])([F:64])[F:63])=[N:56]2)[CH:52]=[CH:53][CH:54]=1. Product: [Cl:48][C:49]1[CH:50]=[C:51]([N:55]2[C:59]([CH2:60][NH:61][C:13](=[O:15])[CH:12]([C:9]3[CH:10]=[N:11][C:6]([NH:5][CH2:4][CH2:3][O:2][CH3:1])=[CH:7][CH:8]=3)[CH3:16])=[CH:58][C:57]([C:62]([F:63])([F:64])[F:65])=[N:56]2)[CH:52]=[CH:53][CH:54]=1. The catalyst class is: 46. (4) The catalyst class is: 8. Reactant: [CH3:1][Si:2]([CH3:27])([CH3:26])[CH2:3][CH2:4][O:5][CH2:6][N:7]1[C:11]2[N:12]=[CH:13][N:14]=[C:15]([C:16]3[CH:17]=[N:18][N:19]([CH:21]([CH3:25])[CH2:22][C:23]#[N:24])[CH:20]=3)[C:10]=2[CH:9]=[CH:8]1. Product: [CH3:26][Si:2]([CH3:1])([CH3:27])[CH2:3][CH2:4][O:5][CH2:6][N:7]1[C:11]2[N:12]=[CH:13][N:14]=[C:15]([C:16]3[CH:17]=[N:18][N:19]([C@@H:21]([CH3:25])[CH2:22][C:23]#[N:24])[CH:20]=3)[C:10]=2[CH:9]=[CH:8]1. (5) Reactant: Cl[CH2:2][C:3]1[CH:31]=[CH:30][C:6]([C:7]([NH:9][C:10]2[C:11]([CH3:29])=[CH:12][CH:13]=[C:14]([NH:16][C:17]3[N:22]=[C:21]([C:23]4[CH:24]=[N:25][CH:26]=[CH:27][CH:28]=4)[CH:20]=[CH:19][N:18]=3)[CH:15]=2)=[O:8])=[CH:5][CH:4]=1.N1C=CC=CC=1.[NH2:38][N:39]1[CH2:44][CH2:43][N:42]([CH3:45])[CH2:41][CH2:40]1. Product: [CH3:45][N:42]1[CH2:43][CH2:44][N:39]([NH:38][CH2:2][C:3]2[CH:31]=[CH:30][C:6]([C:7]([NH:9][C:10]3[CH:15]=[C:14]([NH:16][C:17]4[N:22]=[C:21]([C:23]5[CH:24]=[N:25][CH:26]=[CH:27][CH:28]=5)[CH:20]=[CH:19][N:18]=4)[CH:13]=[CH:12][C:11]=3[CH3:29])=[O:8])=[CH:5][CH:4]=2)[CH2:40][CH2:41]1. The catalyst class is: 7. (6) Reactant: C(OC([N:11]1[CH2:16][CH2:15][CH2:14][CH:13]([C:17]2[CH:22]=[CH:21][C:20]([CH3:23])=[C:19]([O:24][C:25]([C:28]([O:30][CH2:31][CH3:32])=[O:29])([CH3:27])[CH3:26])[CH:18]=2)[CH2:12]1)=O)C1C=CC=CC=1.[C:33]([OH:42])(=[O:41])[C@@H:34]([C@H:36]([C:38]([OH:40])=[O:39])[OH:37])[OH:35]. Product: [C:33]([OH:42])(=[O:41])[C@@H:34]([C@H:36]([C:38]([OH:40])=[O:39])[OH:37])[OH:35].[CH2:31]([O:30][C:28](=[O:29])[C:25]([CH3:27])([O:24][C:19]1[CH:18]=[C:17]([CH:13]2[CH2:14][CH2:15][CH2:16][NH:11][CH2:12]2)[CH:22]=[CH:21][C:20]=1[CH3:23])[CH3:26])[CH3:32]. The catalyst class is: 63. (7) Reactant: [C:1]([O:4][C:5]1[CH:6]=[C:7]([CH:11]=[C:12]([O:14][C:15](=[O:17])[CH3:16])[CH:13]=1)[C:8](O)=[O:9])(=[O:3])[CH3:2].S(Cl)([Cl:20])=O. Product: [C:1]([O:4][C:5]1[CH:6]=[C:7]([CH:11]=[C:12]([O:14][C:15](=[O:17])[CH3:16])[CH:13]=1)[C:8]([Cl:20])=[O:9])(=[O:3])[CH3:2]. The catalyst class is: 885.